From a dataset of Forward reaction prediction with 1.9M reactions from USPTO patents (1976-2016). Predict the product of the given reaction. Given the reactants [Br:1][C:2]1[CH:8]=[CH:7][CH:6]=[C:5]([CH2:9][C:10]2[N:15]=[C:14]([O:16][CH3:17])[N:13]=[C:12]([O:18][CH3:19])[N:11]=2)[C:3]=1[NH2:4].N1C=CC=CC=1.[F:26][CH:27]([F:32])[S:28](Cl)(=[O:30])=[O:29].O, predict the reaction product. The product is: [Br:1][C:2]1[CH:8]=[CH:7][CH:6]=[C:5]([CH2:9][C:10]2[N:11]=[C:12]([O:18][CH3:19])[N:13]=[C:14]([O:16][CH3:17])[N:15]=2)[C:3]=1[NH:4][S:28]([CH:27]([F:32])[F:26])(=[O:30])=[O:29].